Task: Predict the reactants needed to synthesize the given product.. Dataset: Full USPTO retrosynthesis dataset with 1.9M reactions from patents (1976-2016) (1) Given the product [Cl:3][C:4]1[CH:5]=[C:6]([C:14]2[O:18][N:17]=[C:16]([C:19]3[CH:37]=[CH:36][C:22]4[CH2:23][N:24]([CH2:28][CH2:29][CH2:30][C:31]([OH:33])=[O:32])[CH2:25][CH2:26][O:27][C:21]=4[CH:20]=3)[N:15]=2)[CH:7]=[CH:8][C:9]=1[O:10][CH:11]([CH3:13])[CH3:12], predict the reactants needed to synthesize it. The reactants are: [OH-].[Na+].[Cl:3][C:4]1[CH:5]=[C:6]([C:14]2[O:18][N:17]=[C:16]([C:19]3[CH:37]=[CH:36][C:22]4[CH2:23][N:24]([CH2:28][CH2:29][CH2:30][C:31]([O:33]CC)=[O:32])[CH2:25][CH2:26][O:27][C:21]=4[CH:20]=3)[N:15]=2)[CH:7]=[CH:8][C:9]=1[O:10][CH:11]([CH3:13])[CH3:12]. (2) The reactants are: Cl.[CH:2]1([CH2:5][O:6][C:7]2[CH:12]=[CH:11][C:10]([CH3:13])=[CH:9][C:8]=2[C:14]2[C:15]3[NH:23][C:22]([CH3:24])=[C:21]([C:25]([NH:27][CH:28]4[CH2:33][CH2:32][NH:31][CH2:30][CH2:29]4)=[O:26])[C:16]=3[N:17]=[C:18]([CH3:20])[N:19]=2)[CH2:4][CH2:3]1.C([O:37][C@@H:38]([CH3:42])[C:39](Cl)=[O:40])(=O)C. Given the product [CH:2]1([CH2:5][O:6][C:7]2[CH:12]=[CH:11][C:10]([CH3:13])=[CH:9][C:8]=2[C:14]2[C:15]3[NH:23][C:22]([CH3:24])=[C:21]([C:25]([NH:27][CH:28]4[CH2:29][CH2:30][N:31]([C:39](=[O:40])[C@@H:38]([OH:37])[CH3:42])[CH2:32][CH2:33]4)=[O:26])[C:16]=3[N:17]=[C:18]([CH3:20])[N:19]=2)[CH2:3][CH2:4]1, predict the reactants needed to synthesize it. (3) Given the product [CH:30]([C:25]1[CH:26]=[C:27]2[C:22](=[CH:23][CH:24]=1)[CH:21]=[C:20]([O:19][CH2:2][C:3]([O:5][CH2:6][CH3:7])=[O:4])[CH:29]=[CH:28]2)=[O:31], predict the reactants needed to synthesize it. The reactants are: I[CH2:2][C:3]([O:5][CH2:6][CH3:7])=[O:4].C(=O)([O-])[O-].[K+].[K+].CN(C)C=O.[OH:19][C:20]1[CH:21]=[C:22]2[C:27](=[CH:28][CH:29]=1)[CH:26]=[C:25]([CH:30]=[O:31])[CH:24]=[CH:23]2. (4) Given the product [CH3:36][C:35]1([CH3:37])[C:31]([CH3:30])([CH3:45])[O:32][B:33]([C:38]2[CH:43]=[CH:42][C:41]([O:29][CH2:28][CH2:27][CH2:26][N:23]3[CH2:24][CH2:25][O:20][CH2:21][CH2:22]3)=[CH:40][CH:39]=2)[O:34]1, predict the reactants needed to synthesize it. The reactants are: C1(P(C2C=CC=CC=2)C2C=CC=CC=2)C=CC=CC=1.[O:20]1[CH2:25][CH2:24][N:23]([CH2:26][CH2:27][CH2:28][OH:29])[CH2:22][CH2:21]1.[CH3:30][C:31]1([CH3:45])[C:35]([CH3:37])([CH3:36])[O:34][B:33]([C:38]2[CH:43]=[CH:42][C:41](O)=[CH:40][CH:39]=2)[O:32]1.N(C(N1CCCCC1)=O)=NC(N1CCCCC1)=O. (5) Given the product [CH3:38][O:39][C:40](=[O:49])[CH2:41][C:42]1[CH:43]=[N:44][CH:45]=[C:46]([C:58]2[CH:59]=[CH:60][C:55]([C:52]([CH2:53][CH3:54])([C:71]3[CH:76]=[CH:75][C:74](/[CH:77]=[CH:78]/[C:79]([OH:84])([C:85]([F:87])([F:88])[F:86])[C:80]([F:83])([F:82])[F:81])=[C:73]([CH3:89])[CH:72]=3)[CH2:50][CH3:51])=[CH:56][C:57]=2[CH3:70])[CH:47]=1, predict the reactants needed to synthesize it. The reactants are: C1(P(C2CCCCC2)C2C=CC=CC=2C2C(OC)=CC=CC=2OC)CCCCC1.P([O-])([O-])([O-])=O.[K+].[K+].[K+].[CH3:38][O:39][C:40](=[O:49])[CH2:41][C:42]1[CH:43]=[N:44][CH:45]=[C:46](Br)[CH:47]=1.[CH2:50]([C:52]([C:71]1[CH:76]=[CH:75][C:74](/[CH:77]=[CH:78]/[C:79]([C:85]([F:88])([F:87])[F:86])([OH:84])[C:80]([F:83])([F:82])[F:81])=[C:73]([CH3:89])[CH:72]=1)([C:55]1[CH:60]=[CH:59][C:58](B2OC(C)(C)C(C)(C)O2)=[C:57]([CH3:70])[CH:56]=1)[CH2:53][CH3:54])[CH3:51]. (6) Given the product [CH2:15]([C@@H:9]([NH:8][C:6]([CH2:25][CH2:26][CH2:27][C:28]1[CH:36]=[CH:35][CH:34]=[CH:33][C:29]=1[C:30]([OH:32])=[O:31])=[O:7])[C@H:10]([C:11]([O:13][CH2:55][CH2:56][CH2:57][CH3:58])=[O:12])[OH:14])[C:16]1[CH:17]=[CH:18][CH:19]=[CH:20][CH:21]=1, predict the reactants needed to synthesize it. The reactants are: C(O[C:6]([NH:8][C@H:9]([CH2:15][C:16]1[CH:21]=[CH:20][CH:19]=[CH:18][CH:17]=1)[C@@H:10]([OH:14])[C:11]([OH:13])=[O:12])=[O:7])(C)(C)C.C([CH2:25][CH2:26][CH2:27][C:28]1[CH:36]=[CH:35][CH:34]=[CH:33][C:29]=1[C:30]([OH:32])=[O:31])(O)=O.CCN(C(C)C)C(C)C.CN(C(ON1N=N[C:56]2[CH:57]=[CH:58]C=N[C:55]1=2)=[N+](C)C)C.F[P-](F)(F)(F)(F)F. (7) Given the product [CH:1]([C:4]1[CH:5]=[CH:6][C:7]([N:10]2[C:14](=[O:15])[CH2:13][N:12]([C:16]3[CH:17]=[C:18]([CH:23]=[CH:24][CH:25]=3)[C:19]([OH:21])=[O:20])[C:11]2=[O:26])=[CH:8][CH:9]=1)([CH3:3])[CH3:2], predict the reactants needed to synthesize it. The reactants are: [CH:1]([C:4]1[CH:9]=[CH:8][C:7]([N:10]2[C:14](=[O:15])[CH2:13][N:12]([C:16]3[CH:17]=[C:18]([CH:23]=[CH:24][CH:25]=3)[C:19]([O:21]C)=[O:20])[C:11]2=[O:26])=[CH:6][CH:5]=1)([CH3:3])[CH3:2].[I-].[Li+].